Task: Predict the reactants needed to synthesize the given product.. Dataset: Retrosynthesis with 50K atom-mapped reactions and 10 reaction types from USPTO (1) Given the product CN1CC=C(C(=O)N2CCCC(n3nc(-c4ccc(Oc5ccccc5)cc4)c(C(N)=O)c3N)C2)CC1, predict the reactants needed to synthesize it. The reactants are: CN1CC=C(C(=O)O)CC1.NC(=O)c1c(-c2ccc(Oc3ccccc3)cc2)nn(C2CCCNC2)c1N. (2) Given the product O=C(O)C1CC1c1cccc(F)c1, predict the reactants needed to synthesize it. The reactants are: COC(=O)C1CC1c1cccc(F)c1. (3) Given the product CN(C)C(=O)Cn1cc([N+](=O)[O-])cn1, predict the reactants needed to synthesize it. The reactants are: CN(C)C(=O)CCl.O=[N+]([O-])c1cn[nH]c1. (4) Given the product CC(=O)NNc1ccc(Cl)c(CN2OCC(C)(C)C2=O)c1, predict the reactants needed to synthesize it. The reactants are: CC(=O)OC(C)=O.CC1(C)CON(Cc2cc(NN)ccc2Cl)C1=O. (5) Given the product C[C@H](C(=O)O)N1OC[C@@H](O)[C@@H](O)C1=O, predict the reactants needed to synthesize it. The reactants are: C[C@H](C(=O)OC(C)(C)C)N1OC[C@@H](O)[C@@H](O)C1=O. (6) The reactants are: CC(=O)c1nccc(C(C)C)c1F.CNN. Given the product Cc1nn(C)c2c(C(C)C)ccnc12, predict the reactants needed to synthesize it.